Task: Predict the reactants needed to synthesize the given product.. Dataset: Full USPTO retrosynthesis dataset with 1.9M reactions from patents (1976-2016) (1) Given the product [F:38][C:39]([F:44])([F:43])[C:40]([OH:42])=[O:41].[NH2:7][CH2:8][C:9]1[CH:10]=[C:11]([CH:15]2[CH2:20][CH2:19][N:18]([C:21]([C:23]3[O:24][C:25]([C:28]#[C:29][C:30]4[CH:35]=[CH:34][CH:33]=[CH:32][C:31]=4[F:36])=[CH:26][CH:27]=3)=[O:22])[CH2:17][CH2:16]2)[CH:12]=[CH:13][CH:14]=1, predict the reactants needed to synthesize it. The reactants are: C(OC(=O)[NH:7][CH2:8][C:9]1[CH:14]=[CH:13][CH:12]=[C:11]([CH:15]2[CH2:20][CH2:19][N:18]([C:21]([C:23]3[O:24][C:25]([C:28]#[C:29][C:30]4[CH:35]=[CH:34][CH:33]=[CH:32][C:31]=4[F:36])=[CH:26][CH:27]=3)=[O:22])[CH2:17][CH2:16]2)[CH:10]=1)(C)(C)C.[F:38][C:39]([F:44])([F:43])[C:40]([OH:42])=[O:41]. (2) Given the product [C:1]([NH:33][C:34]1[N:38]([CH:39]2[CH2:40][CH2:41][N:42]([C:45]([O:47][C:48]([CH3:49])([CH3:50])[CH3:51])=[O:46])[CH2:43][CH2:44]2)[C:37]2[CH:52]=[CH:53][CH:54]=[CH:55][C:36]=2[N:35]=1)(=[O:9])[C:2]1[CH:7]=[CH:6][CH:5]=[N:4][CH:3]=1, predict the reactants needed to synthesize it. The reactants are: [C:1]([OH:9])(=O)[C:2]1[CH:7]=[CH:6][CH:5]=[N:4][CH:3]=1.CCN=C=NCCCN(C)C.Cl.C1C=CC2N(O)N=NC=2C=1.O.[NH:33]=[C:34]1[N:38]([CH:39]2[CH2:44][CH2:43][N:42]([C:45]([O:47][C:48]([CH3:51])([CH3:50])[CH3:49])=[O:46])[CH2:41][CH2:40]2)[C:37]2[CH:52]=[CH:53][CH:54]=[CH:55][C:36]=2[NH:35]1.C([O-])(O)=O.[Na+]. (3) Given the product [OH:9][CH2:8][CH:3]([NH:2][C:23]([C:22]1[CH:21]=[CH:20][C:19]([C:18]([F:17])([F:28])[F:29])=[CH:27][CH:26]=1)=[O:24])[C:4]([O:6][CH3:7])=[O:5], predict the reactants needed to synthesize it. The reactants are: Cl.[NH2:2][CH:3]([CH2:8][OH:9])[C:4]([O:6][CH3:7])=[O:5].C(N(CC)CC)C.[F:17][C:18]([F:29])([F:28])[C:19]1[CH:27]=[CH:26][C:22]([C:23](Cl)=[O:24])=[CH:21][CH:20]=1. (4) The reactants are: [CH2:1]([CH:3]1[NH:8][CH:7]([C:9]2[CH:14]=[CH:13][CH:12]=[CH:11][CH:10]=2)[CH:6]([NH2:15])[CH2:5][CH2:4]1)[CH3:2].[C:16]([C:24]([C:39]([OH:41])=[O:40])([OH:38])[C:25]([C:30](=[O:37])[C:31]1[CH:36]=[CH:35][CH:34]=[CH:33][CH:32]=1)([OH:29])[C:26]([OH:28])=[O:27])(=[O:23])[C:17]1[CH:22]=[CH:21][CH:20]=[CH:19][CH:18]=1. Given the product [C:30]([C@@:25]([C:26]([OH:28])=[O:27])([OH:29])[C@@:24]([C:16](=[O:23])[C:17]1[CH:22]=[CH:21][CH:20]=[CH:19][CH:18]=1)([OH:38])[C:39]([OH:41])=[O:40])(=[O:37])[C:31]1[CH:36]=[CH:35][CH:34]=[CH:33][CH:32]=1.[CH2:1]([C@@H:3]1[NH:8][C@@H:7]([C:9]2[CH:14]=[CH:13][CH:12]=[CH:11][CH:10]=2)[C@@H:6]([NH2:15])[CH2:5][CH2:4]1)[CH3:2], predict the reactants needed to synthesize it. (5) Given the product [C:31]([C:28]1[CH:29]=[CH:30][C:25]([N:18]2[C@H:19]3[CH2:24][CH2:23][CH2:22][CH2:21][C@@H:20]3[N:16]([C:14]3[CH:13]=[CH:12][N:11]=[C:10]([C:9]([NH2:8])=[O:38])[CH:15]=3)[C:17]2=[O:37])=[CH:26][C:27]=1[C:33]([F:36])([F:34])[F:35])#[N:32], predict the reactants needed to synthesize it. The reactants are: C([N:8](CC1C=CC=CC=1)[C:9](=[O:38])[C:10]1[CH:15]=[C:14]([N:16]2[C@H:20]3[CH2:21][CH2:22][CH2:23][CH2:24][C@@H:19]3[N:18]([C:25]3[CH:30]=[CH:29][C:28]([C:31]#[N:32])=[C:27]([C:33]([F:36])([F:35])[F:34])[CH:26]=3)[C:17]2=[O:37])[CH:13]=[CH:12][N:11]=1)C1C=CC=CC=1.OS(O)(=O)=O.